From a dataset of Reaction yield outcomes from USPTO patents with 853,638 reactions. Predict the reaction yield, written as a fraction of the theoretical maximum amount of product (1.0 means a 100% yield; for example, 0.34 means a 34% yield). (1) The reactants are [CH2:1]([N:8]1[C:12](=[O:13])[CH2:11][CH:10]([C:14]2[C:22]3[C:17](=[CH:18][CH:19]=[C:20]([O:23][CH2:24][C:25]#[CH:26])[CH:21]=3)[NH:16][CH:15]=2)[C:9]1=[O:27])[C:2]1[CH:7]=[CH:6][CH:5]=[CH:4][CH:3]=1. The catalyst is BrC1C=CC=CC=1. The product is [CH2:1]([N:8]1[C:12](=[O:13])[CH2:11][CH:10]([C:14]2[C:22]3[C:21]4[CH:26]=[CH:25][CH2:24][O:23][C:20]=4[CH:19]=[CH:18][C:17]=3[NH:16][CH:15]=2)[C:9]1=[O:27])[C:2]1[CH:7]=[CH:6][CH:5]=[CH:4][CH:3]=1. The yield is 0.370. (2) The reactants are [O:1]1[CH2:6][CH2:5][N:4]([CH2:7][C:8]2[O:9][C:10]3[C:15]([C:16](=[O:24])[C:17]=2[C:18]2[CH:23]=[CH:22][CH:21]=[CH:20][CH:19]=2)=[CH:14][CH:13]=[CH:12][CH:11]=3)[CH2:3][CH2:2]1.[ClH:25]. The catalyst is C1COCC1.C(OCC)C. The product is [ClH:25].[O:1]1[CH2:6][CH2:5][N:4]([CH2:7][C:8]2[O:9][C:10]3[C:15]([C:16](=[O:24])[C:17]=2[C:18]2[CH:19]=[CH:20][CH:21]=[CH:22][CH:23]=2)=[CH:14][CH:13]=[CH:12][CH:11]=3)[CH2:3][CH2:2]1. The yield is 0.600.